Dataset: Forward reaction prediction with 1.9M reactions from USPTO patents (1976-2016). Task: Predict the product of the given reaction. Given the reactants CS(C)=O.[CH3:5][C:6]([O:9][C:10]([NH:12][CH:13]1[CH2:18][CH2:17][NH:16][CH2:15][CH2:14]1)=[O:11])([CH3:8])[CH3:7].[F:19][C:20]1[CH:27]=[C:26](F)[CH:25]=[C:24]([F:29])[C:21]=1[C:22]#[N:23].C(=O)([O-])[O-].[K+].[K+], predict the reaction product. The product is: [C:22]([C:21]1[C:20]([F:19])=[CH:27][C:26]([N:16]2[CH2:15][CH2:14][CH:13]([NH:12][C:10](=[O:11])[O:9][C:6]([CH3:5])([CH3:7])[CH3:8])[CH2:18][CH2:17]2)=[CH:25][C:24]=1[F:29])#[N:23].